This data is from Forward reaction prediction with 1.9M reactions from USPTO patents (1976-2016). The task is: Predict the product of the given reaction. Given the reactants [CH2:1]([NH2:8])[C:2]1[CH:7]=[CH:6][CH:5]=[CH:4][CH:3]=1.C([O:13][C:14]([C:16]1[CH:21]=[CH:20][CH:19]=[CH:18][C:17]=1[C:22]1[CH:27]=[CH:26][C:25]([CH2:28][N:29]2[C:37]3[C:32](=[CH:33][C:34]([C:38](O)=[O:39])=[CH:35][CH:36]=3)[C:31]([CH3:41])=[C:30]2[CH3:42])=[CH:24][CH:23]=1)=[O:15])(C)(C)C, predict the reaction product. The product is: [CH2:1]([NH:8][C:38]([C:34]1[CH:33]=[C:32]2[C:37](=[CH:36][CH:35]=1)[N:29]([CH2:28][C:25]1[CH:24]=[CH:23][C:22]([C:17]3[C:16]([C:14]([OH:15])=[O:13])=[CH:21][CH:20]=[CH:19][CH:18]=3)=[CH:27][CH:26]=1)[C:30]([CH3:42])=[C:31]2[CH3:41])=[O:39])[C:2]1[CH:7]=[CH:6][CH:5]=[CH:4][CH:3]=1.